Dataset: Reaction yield outcomes from USPTO patents with 853,638 reactions. Task: Predict the reaction yield, written as a fraction of the theoretical maximum amount of product (1.0 means a 100% yield; for example, 0.34 means a 34% yield). (1) The reactants are [CH3:1][CH2:2][CH2:3][CH2:4][CH2:5]/[CH:6]=[CH:7]\[CH2:8]/[CH:9]=[CH:10]\[CH2:11][CH2:12][CH2:13][CH2:14][CH2:15][CH2:16][CH2:17][CH:18]([OH:40])[CH2:19][CH:20]([OH:39])[CH2:21][CH2:22][CH2:23][CH2:24][CH2:25][CH2:26][CH2:27][CH2:28]/[CH:29]=[CH:30]\[CH2:31]/[CH:32]=[CH:33]\[CH2:34][CH2:35][CH2:36][CH2:37][CH3:38].C(O[CH:44](OCC)[CH2:45][CH2:46]Cl)C.CC1C=CC(S([O-])(=O)=O)=CC=1.C1C=[CH:66][NH+:65]=[CH:64]C=1.C([O-])(O)=O.[Na+]. The catalyst is C1(C)C=CC=CC=1. The product is [CH2:17]([CH:18]1[CH2:19][CH:20]([CH2:21][CH2:22][CH2:23][CH2:24][CH2:25][CH2:26][CH2:27][CH2:28]/[CH:29]=[CH:30]\[CH2:31]/[CH:32]=[CH:33]\[CH2:34][CH2:35][CH2:36][CH2:37][CH3:38])[O:39][CH:44]([CH2:45][CH2:46][N:65]([CH3:66])[CH3:64])[O:40]1)[CH2:16][CH2:15][CH2:14][CH2:13][CH2:12][CH2:11]/[CH:10]=[CH:9]\[CH2:8]/[CH:7]=[CH:6]\[CH2:5][CH2:4][CH2:3][CH2:2][CH3:1]. The yield is 0.540. (2) The reactants are F[C:2]1[CH:3]=[C:4]([CH3:11])[CH:5]=[CH:6][C:7]=1[N+:8]([O-:10])=[O:9].C(N(C(C)C)CC)(C)C.Cl.Cl.[CH3:23][CH:24]([O:26][C@H:27]1[CH2:32][CH2:31][C@H:30]([N:33]2[CH2:38][CH2:37][CH:36]([NH2:39])[CH2:35][CH2:34]2)[CH2:29][CH2:28]1)[CH3:25]. The catalyst is CN(C)C=O. The product is [CH3:25][CH:24]([O:26][C@H:27]1[CH2:28][CH2:29][C@H:30]([N:33]2[CH2:34][CH2:35][CH:36]([NH:39][C:2]3[CH:3]=[C:4]([CH3:11])[CH:5]=[CH:6][C:7]=3[N+:8]([O-:10])=[O:9])[CH2:37][CH2:38]2)[CH2:31][CH2:32]1)[CH3:23]. The yield is 0.740. (3) The reactants are [NH:1]1[CH:5]=[N:4][CH:3]=[N:2]1.C(=O)([O-])[O-].[K+].[K+].Cl[CH2:13][C:14]1[S:18][C:17]([C:19]2[CH:24]=[CH:23][C:22]([N:25]3[CH2:29][CH:28]([CH2:30][NH:31][C:32](=[O:34])[CH3:33])[O:27][C:26]3=[O:35])=[CH:21][C:20]=2[F:36])=[N:16][N:15]=1. The catalyst is CN(C=O)C. The product is [F:36][C:20]1[CH:21]=[C:22]([N:25]2[CH2:29][C@H:28]([CH2:30][NH:31][C:32](=[O:34])[CH3:33])[O:27][C:26]2=[O:35])[CH:23]=[CH:24][C:19]=1[C:17]1[S:18][C:14]([CH2:13][N:1]2[CH:5]=[N:4][CH:3]=[N:2]2)=[N:15][N:16]=1. The yield is 0.690.